Dataset: Full USPTO retrosynthesis dataset with 1.9M reactions from patents (1976-2016). Task: Predict the reactants needed to synthesize the given product. (1) Given the product [Cl:15][CH2:11][C:4]1[C:5]([O:9][CH3:10])=[N:6][C:7]([CH3:8])=[C:2]([F:1])[CH:3]=1, predict the reactants needed to synthesize it. The reactants are: [F:1][C:2]1[CH:3]=[C:4]([CH2:11]O)[C:5]([O:9][CH3:10])=[N:6][C:7]=1[CH3:8].S(Cl)([Cl:15])=O. (2) Given the product [CH3:19][N:20]([CH3:28])[C:21]1[CH:26]=[CH:25][C:24]([NH:13][C:12]2[C:11]3[C:10](=[CH:9][CH:8]=[C:6]4[N:7]=[C:3]([C:1]#[N:2])[S:4][C:5]4=3)[N:14]=[CH:15][N:16]=2)=[CH:23][CH:22]=1, predict the reactants needed to synthesize it. The reactants are: [C:1]([C:3]1[S:4][C:5]2[C:11]([C:12]#[N:13])=[C:10](/[N:14]=[CH:15]/[N:16](C)C)[CH:9]=[CH:8][C:6]=2[N:7]=1)#[N:2].[CH3:19][N:20]([CH3:28])[C:21]1[CH:26]=[CH:25][C:24](N)=[CH:23][CH:22]=1.[K+].[Br-]. (3) Given the product [Cl:1][C:2]1[C:3]([F:47])=[C:4]([C@@H:9]2[O:46][C:48](=[O:49])[N:12]([C@@H:13]3[C:29]4=[N:30][C:26](=[CH:27][NH:28]4)[C:25]4[C:20](=[CH:21][C:22]([NH:39][C:40](=[O:43])[O:41][CH3:42])=[CH:23][CH:24]=4)[NH:19][C:18](=[O:44])[C@H:17]([CH3:45])[CH2:16][CH2:15][CH2:14]3)[CH2:11][CH2:10]2)[C:5]([F:8])=[CH:6][CH:7]=1, predict the reactants needed to synthesize it. The reactants are: [Cl:1][C:2]1[C:3]([F:47])=[C:4]([CH:9]([OH:46])[CH2:10][CH2:11][NH:12][C@@H:13]2[C:29]3=[N:30][C:26](=[CH:27][N:28]3COCC[Si](C)(C)C)[C:25]3[C:20](=[CH:21][C:22]([NH:39][C:40](=[O:43])[O:41][CH3:42])=[CH:23][CH:24]=3)[NH:19][C:18](=[O:44])[C@H:17]([CH3:45])[CH2:16][CH2:15][CH2:14]2)[C:5]([F:8])=[CH:6][CH:7]=1.[C:48]([O-])([O-])=[O:49].[K+].[K+].